From a dataset of Full USPTO retrosynthesis dataset with 1.9M reactions from patents (1976-2016). Predict the reactants needed to synthesize the given product. (1) Given the product [C:35]([O:34][C:32]([C:31]1[CH:30]=[CH:29][C:28]([NH:27][C:25]([C:19]2[C:18]([O:3][CH:4]3[CH2:5][CH2:6][N:7]([C:10]([O:12][C:13]([CH3:16])([CH3:15])[CH3:14])=[O:11])[CH2:8][CH2:9]3)=[CH:23][C:22]([Cl:24])=[CH:21][N:20]=2)=[O:26])=[CH:40][CH:39]=1)=[O:33])([CH3:38])([CH3:36])[CH3:37], predict the reactants needed to synthesize it. The reactants are: [H-].[Na+].[OH:3][CH:4]1[CH2:9][CH2:8][N:7]([C:10]([O:12][C:13]([CH3:16])([CH3:15])[CH3:14])=[O:11])[CH2:6][CH2:5]1.Cl[C:18]1[C:19]([C:25]([NH:27][C:28]2[CH:40]=[CH:39][C:31]([C:32]([O:34][C:35]([CH3:38])([CH3:37])[CH3:36])=[O:33])=[CH:30][CH:29]=2)=[O:26])=[N:20][CH:21]=[C:22]([Cl:24])[CH:23]=1.[OH-].[Na+]. (2) Given the product [Cl:26][C:25]1[C:20]([C:10]2[N:11]([CH2:16][O:17][CH2:18][CH3:19])[C:12]3[CH:13]=[CH:14][CH:15]=[C:7]([C:5]([NH:4][CH:1]4[CH2:3][CH2:2]4)=[O:6])[C:8]=3[CH:9]=2)=[N:21][C:22]([NH:29][C@@H:30]2[CH2:34][CH2:33][CH2:32][C@H:31]2[OH:35])=[N:23][CH:24]=1, predict the reactants needed to synthesize it. The reactants are: [CH:1]1([NH:4][C:5]([C:7]2[C:8]3[CH:9]=[C:10]([C:20]4[C:25]([Cl:26])=[CH:24][N:23]=[C:22](Cl)[N:21]=4)[N:11]([CH2:16][O:17][CH2:18][CH3:19])[C:12]=3[CH:13]=[CH:14][CH:15]=2)=[O:6])[CH2:3][CH2:2]1.Cl.[NH2:29][C@@H:30]1[CH2:34][CH2:33][CH2:32][C@H:31]1[OH:35].CCN(C(C)C)C(C)C.O. (3) Given the product [CH:20]1([CH2:23][NH:24][C:2]2[CH:7]=[CH:6][C:5]([S:8]([C:11]3[CH:16]=[CH:15][CH:14]=[CH:13][CH:12]=3)(=[O:10])=[O:9])=[CH:4][C:3]=2[N+:17]([O-:19])=[O:18])[CH2:22][CH2:21]1, predict the reactants needed to synthesize it. The reactants are: Cl[C:2]1[CH:7]=[CH:6][C:5]([S:8]([C:11]2[CH:16]=[CH:15][CH:14]=[CH:13][CH:12]=2)(=[O:10])=[O:9])=[CH:4][C:3]=1[N+:17]([O-:19])=[O:18].[CH:20]1([CH2:23][NH2:24])[CH2:22][CH2:21]1.